Dataset: Catalyst prediction with 721,799 reactions and 888 catalyst types from USPTO. Task: Predict which catalyst facilitates the given reaction. Reactant: [OH:1][CH:2]1[CH2:6][CH2:5][CH:4]([C:7]2[N:12]=[C:11]3[CH2:13][CH2:14][CH2:15][C:10]3=[C:9]([NH:16][C:17]3[CH:22]=[CH:21][C:20]([CH2:23][C:24]([O:26]CC)=O)=[CH:19][CH:18]=3)[CH:8]=2)[CH2:3]1.[NH3:29]. Product: [OH:1][CH:2]1[CH2:6][CH2:5][CH:4]([C:7]2[N:12]=[C:11]3[CH2:13][CH2:14][CH2:15][C:10]3=[C:9]([NH:16][C:17]3[CH:18]=[CH:19][C:20]([CH2:23][C:24]([NH2:29])=[O:26])=[CH:21][CH:22]=3)[CH:8]=2)[CH2:3]1. The catalyst class is: 5.